Task: Predict which catalyst facilitates the given reaction.. Dataset: Catalyst prediction with 721,799 reactions and 888 catalyst types from USPTO (1) Reactant: [CH3:1][N:2]1[C:6]2[CH:7]=[CH:8][C:9]([N:11]3[CH:16]=[C:15]([C:17]([O:19][CH2:20][CH3:21])=[O:18])[C:14](=[O:22])[NH:13][C:12]3=[O:23])=[CH:10][C:5]=2[S:4][C:3]1=[O:24].[Cl:25][C:26]1[CH:34]=[C:33]([Cl:35])[CH:32]=[C:31]2[C:27]=1[CH2:28][CH2:29][CH:30]2O.C1(P(C2C=CC=CC=2)C2C=CC=CC=2)C=CC=CC=1.N(C(OC(C)C)=O)=NC(OC(C)C)=O.Cl. Product: [Cl:25][C:26]1[CH:34]=[C:33]([Cl:35])[CH:32]=[C:31]2[C:27]=1[CH2:28][CH2:29][CH:30]2[N:13]1[C:14](=[O:22])[C:15]([C:17]([O:19][CH2:20][CH3:21])=[O:18])=[CH:16][N:11]([C:9]2[CH:8]=[CH:7][C:6]3[N:2]([CH3:1])[C:3](=[O:24])[S:4][C:5]=3[CH:10]=2)[C:12]1=[O:23]. The catalyst class is: 118. (2) Reactant: Br[CH2:2][C:3]1[C:4]([F:20])=[C:5]([O:10][C:11]2[CH:16]=[C:15]([C:17]#[N:18])[CH:14]=[C:13]([Cl:19])[N:12]=2)[C:6]([Cl:9])=[CH:7][CH:8]=1.[N-:21]=[N+:22]=[N-:23].[Na+].O.C([O-])(O)=O.[Na+]. Product: [N:21]([CH2:2][C:3]1[C:4]([F:20])=[C:5]([O:10][C:11]2[CH:16]=[C:15]([C:17]#[N:18])[CH:14]=[C:13]([Cl:19])[N:12]=2)[C:6]([Cl:9])=[CH:7][CH:8]=1)=[N+:22]=[N-:23]. The catalyst class is: 16. (3) The catalyst class is: 344. Product: [Br:13][C:14]1[CH:33]=[CH:32][C:17]([NH:18][C:19]2[C:28]3[C:23](=[CH:24][C:25]([O:31][CH2:58][CH2:57][CH2:56][NH:55][CH3:54])=[C:26]([O:29][CH3:30])[CH:27]=3)[N:22]=[CH:21][N:20]=2)=[C:16]([F:34])[CH:15]=1. Reactant: N(C(OCC)=O)=NC(OCC)=O.[Br:13][C:14]1[CH:33]=[CH:32][C:17]([NH:18][C:19]2[C:28]3[C:23](=[CH:24][C:25]([OH:31])=[C:26]([O:29][CH3:30])[CH:27]=3)[N:22]=[CH:21][N:20]=2)=[C:16]([F:34])[CH:15]=1.C1(P(C2C=CC=CC=2)C2C=CC=CC=2)C=CC=CC=1.[CH3:54][NH:55][CH2:56][CH2:57][CH2:58]O. (4) Reactant: [CH:1]1[NH:2][C:3]2[N:9]=[C:8]([NH2:10])[N:7]=[C:6]([Cl:11])[C:4]=2[N:5]=1.[CH3:12][N:13]1[CH2:17][CH2:16][CH2:15][CH2:14]1.CC(C)=O. Product: [Cl-:11].[NH2:10][C:8]1[N:9]=[C:3]2[C:4]([NH:5][CH:1]=[N:2]2)=[C:6]([N+:13]2([CH3:12])[CH2:17][CH2:16][CH2:15][CH2:14]2)[N:7]=1. The catalyst class is: 3. (5) Reactant: Br[C:2]1[N:10]2[C:5]([N:6]=[N:7][C:8]3[C:14]([O:15][CH3:16])=[CH:13][C:12]([C:17]([F:20])([F:19])[F:18])=[CH:11][C:9]=32)=[C:4]([CH3:21])[N:3]=1.[CH3:22][C:23]1[CH:24]=[N:25][CH:26]=[CH:27][C:28]=1B(O)O.O1CCOCC1.C([O-])([O-])=O.[K+].[K+]. Product: [CH3:16][O:15][C:14]1[C:8]2[N:7]=[N:6][C:5]3=[C:4]([CH3:21])[N:3]=[C:2]([C:28]4[CH:27]=[CH:26][N:25]=[CH:24][C:23]=4[CH3:22])[N:10]3[C:9]=2[CH:11]=[C:12]([C:17]([F:20])([F:19])[F:18])[CH:13]=1. The catalyst class is: 6. (6) Reactant: [F-].C([N+](CCCC)(CCCC)CCCC)CCC.[C:19]1([CH2:25][CH2:26][N+:27]([O-:29])=[O:28])[CH:24]=[CH:23][CH:22]=[CH:21][CH:20]=1.[C:30]([O:34][C:35]([N:37]1[CH2:41][C@@H:40]([F:42])[CH2:39][C@@H:38]1[CH:43]=[O:44])=[O:36])([CH3:33])([CH3:32])[CH3:31]. Product: [C:30]([O:34][C:35]([N:37]1[CH2:41][C@@H:40]([F:42])[CH2:39][C@@H:38]1[C@H:43]([OH:44])[C@@H:26]([N+:27]([O-:29])=[O:28])[CH2:25][C:19]1[CH:24]=[CH:23][CH:22]=[CH:21][CH:20]=1)=[O:36])([CH3:33])([CH3:32])[CH3:31].[C:30]([O:34][C:35]([N:37]1[CH2:41][C@@H:40]([F:42])[CH2:39][C@@H:38]1[C@@H:43]([OH:44])[C@@H:26]([N+:27]([O-:29])=[O:28])[CH2:25][C:19]1[CH:24]=[CH:23][CH:22]=[CH:21][CH:20]=1)=[O:36])([CH3:33])([CH3:32])[CH3:31]. The catalyst class is: 56. (7) Reactant: [F:1][C:2]1[CH:3]=[C:4]([CH2:11][OH:12])[CH:5]=[CH:6][C:7]=1[N+:8]([O-:10])=[O:9].FC(F)(F)S(O[Si:19]([CH:26]([CH3:28])[CH3:27])([CH:23]([CH3:25])[CH3:24])[CH:20]([CH3:22])[CH3:21])(=O)=O.CC1C=CC=C(C)N=1. Product: [F:1][C:2]1[CH:3]=[C:4]([CH:5]=[CH:6][C:7]=1[N+:8]([O-:10])=[O:9])[CH2:11][O:12][Si:19]([CH:26]([CH3:28])[CH3:27])([CH:23]([CH3:25])[CH3:24])[CH:20]([CH3:22])[CH3:21]. The catalyst class is: 2.